Dataset: NCI-60 drug combinations with 297,098 pairs across 59 cell lines. Task: Regression. Given two drug SMILES strings and cell line genomic features, predict the synergy score measuring deviation from expected non-interaction effect. (1) Drug 1: CC12CCC3C(C1CCC2=O)CC(=C)C4=CC(=O)C=CC34C. Drug 2: CS(=O)(=O)CCNCC1=CC=C(O1)C2=CC3=C(C=C2)N=CN=C3NC4=CC(=C(C=C4)OCC5=CC(=CC=C5)F)Cl. Cell line: HCT116. Synergy scores: CSS=38.9, Synergy_ZIP=0.312, Synergy_Bliss=-2.95, Synergy_Loewe=-3.97, Synergy_HSA=-3.48. (2) Synergy scores: CSS=56.5, Synergy_ZIP=4.71, Synergy_Bliss=5.15, Synergy_Loewe=8.05, Synergy_HSA=10.1. Drug 2: C1=C(C(=O)NC(=O)N1)F. Drug 1: CC1C(C(CC(O1)OC2CC(CC3=C2C(=C4C(=C3O)C(=O)C5=C(C4=O)C(=CC=C5)OC)O)(C(=O)C)O)N)O.Cl. Cell line: ACHN. (3) Synergy scores: CSS=69.1, Synergy_ZIP=0.440, Synergy_Bliss=-0.799, Synergy_Loewe=-0.0679, Synergy_HSA=4.11. Drug 1: CC1C(C(CC(O1)OC2CC(OC(C2O)C)OC3=CC4=CC5=C(C(=O)C(C(C5)C(C(=O)C(C(C)O)O)OC)OC6CC(C(C(O6)C)O)OC7CC(C(C(O7)C)O)OC8CC(C(C(O8)C)O)(C)O)C(=C4C(=C3C)O)O)O)O. Drug 2: CC1CCCC2(C(O2)CC(NC(=O)CC(C(C(=O)C(C1O)C)(C)C)O)C(=CC3=CSC(=N3)C)C)C. Cell line: PC-3. (4) Drug 1: C1=C(C(=O)NC(=O)N1)F. Drug 2: C1CC(C1)(C(=O)O)C(=O)O.[NH2-].[NH2-].[Pt+2]. Cell line: COLO 205. Synergy scores: CSS=59.3, Synergy_ZIP=-7.31, Synergy_Bliss=-11.4, Synergy_Loewe=-10.1, Synergy_HSA=-6.08. (5) Drug 1: C1=CC(=C2C(=C1NCCNCCO)C(=O)C3=C(C=CC(=C3C2=O)O)O)NCCNCCO. Drug 2: C1C(C(OC1N2C=NC(=NC2=O)N)CO)O. Cell line: NCI-H460. Synergy scores: CSS=42.5, Synergy_ZIP=1.45, Synergy_Bliss=-0.740, Synergy_Loewe=-11.3, Synergy_HSA=1.28. (6) Drug 1: C1=C(C(=O)NC(=O)N1)N(CCCl)CCCl. Drug 2: C1=CC=C(C(=C1)C(C2=CC=C(C=C2)Cl)C(Cl)Cl)Cl. Cell line: U251. Synergy scores: CSS=26.3, Synergy_ZIP=0.0244, Synergy_Bliss=1.49, Synergy_Loewe=-11.9, Synergy_HSA=1.71.